Predict the reactants needed to synthesize the given product. From a dataset of Full USPTO retrosynthesis dataset with 1.9M reactions from patents (1976-2016). (1) Given the product [C:1]([O:5][C:6](=[O:7])[NH:8][C:9]1[CH:14]=[CH:13][CH:12]=[CH:11][C:10]=1[NH:15][C:16]([C:18]1[CH:23]=[N:22][C:21]([N:35]2[CH2:36][CH2:37][N:32]([CH2:25][C:26]3[CH:27]=[CH:28][CH:29]=[CH:30][CH:31]=3)[CH2:33][CH2:34]2)=[CH:20][N:19]=1)=[O:17])([CH3:4])([CH3:3])[CH3:2], predict the reactants needed to synthesize it. The reactants are: [C:1]([O:5][C:6]([NH:8][C:9]1[CH:14]=[CH:13][CH:12]=[CH:11][C:10]=1[NH:15][C:16]([C:18]1[CH:23]=[N:22][C:21](Cl)=[CH:20][N:19]=1)=[O:17])=[O:7])([CH3:4])([CH3:3])[CH3:2].[CH2:25]([N:32]1[CH2:37][CH2:36][NH:35][CH2:34][CH2:33]1)[C:26]1[CH:31]=[CH:30][CH:29]=[CH:28][CH:27]=1.O. (2) The reactants are: [Cl:1][C:2]1[CH:3]=[C:4]([C@H:9]([CH2:21][CH:22]=O)[CH2:10][N:11]([CH3:20])[C:12](=[O:19])[C:13]2[CH:18]=[CH:17][CH:16]=[CH:15][CH:14]=2)[CH:5]=[CH:6][C:7]=1[Cl:8].FC(F)(F)C([N:28]([CH2:35][CH2:36][CH2:37][NH:38][C:39](=[O:44])C(F)(F)F)[CH:29]1[CH2:34][CH2:33][NH:32][CH2:31][CH2:30]1)=O.C(O)(=O)C.C([BH3-])#N.[Na+]. Given the product [ClH:1].[ClH:1].[Cl:1][C:2]1[CH:3]=[C:4]([C@H:9]([CH2:21][CH2:22][N:32]2[CH2:33][CH2:34][CH:29]([N:28]3[CH2:35][CH2:36][CH2:37][NH:38][C:39]3=[O:44])[CH2:30][CH2:31]2)[CH2:10][N:11]([CH3:20])[C:12](=[O:19])[C:13]2[CH:14]=[CH:15][CH:16]=[CH:17][CH:18]=2)[CH:5]=[CH:6][C:7]=1[Cl:8], predict the reactants needed to synthesize it. (3) Given the product [CH2:1]([O:3][C:4]([C:6]1[C:15](=[O:16])[C:14]2[C:9](=[CH:10][C:11]([F:18])=[C:12]([C:34]#[C:33][C:35]3[CH:40]=[CH:39][C:38]([F:41])=[CH:37][C:36]=3[F:42])[CH:13]=2)[N:8]([C@H:19]([C:24]([CH3:32])([CH3:31])[O:25][SiH2:26][C:27]([CH3:30])([CH3:29])[CH3:28])[C:20]([CH3:23])([CH3:22])[CH3:21])[CH:7]=1)=[O:5])[CH3:2], predict the reactants needed to synthesize it. The reactants are: [CH2:1]([O:3][C:4]([C:6]1[C:15](=[O:16])[C:14]2[C:9](=[CH:10][C:11]([F:18])=[C:12](I)[CH:13]=2)[N:8]([C@H:19]([C:24]([CH3:32])([CH3:31])[O:25][SiH2:26][C:27]([CH3:30])([CH3:29])[CH3:28])[C:20]([CH3:23])([CH3:22])[CH3:21])[CH:7]=1)=[O:5])[CH3:2].[C:33]([C:35]1[CH:40]=[CH:39][C:38]([F:41])=[CH:37][C:36]=1[F:42])#[CH:34]. (4) Given the product [Cl:1][C:2]1[CH:7]=[CH:6][N:5]=[C:4]([C:8]([NH:18][C:14]2[CH:15]=[CH:16][CH:17]=[C:12]([C:11]([F:19])([F:20])[F:10])[CH:13]=2)=[O:24])[CH:3]=1, predict the reactants needed to synthesize it. The reactants are: [Cl:1][C:2]1[CH:7]=[CH:6][N:5]=[C:4]([CH2:8]Cl)[CH:3]=1.[F:10][C:11]([F:20])([F:19])[C:12]1[CH:13]=[C:14]([NH2:18])[CH:15]=[CH:16][CH:17]=1.C1C[O:24]CC1. (5) Given the product [CH3:8][O:9][C:10]([C:12]1[CH:13]=[C:14]([CH3:41])[C:15]2[O:21][C:20]3[C:22]([Cl:37])=[CH:23][C:24]([N:26]([CH2:27][CH2:28][N:29]([CH2:30][C:31]4[CH:32]=[CH:33][CH:34]=[CH:35][CH:36]=4)[CH2:2][CH3:3])[CH2:42][CH3:43])=[CH:25][C:19]=3[CH2:18][S:17](=[O:39])(=[O:38])[C:16]=2[CH:40]=1)=[O:11], predict the reactants needed to synthesize it. The reactants are: F[C:2](F)(F)[C:3](O)=O.[CH3:8][O:9][C:10]([C:12]1[CH:13]=[C:14]([CH3:41])[C:15]2[O:21][C:20]3[C:22]([Cl:37])=[CH:23][C:24]([NH:26][CH2:27][CH2:28][NH:29][CH2:30][C:31]4[CH:36]=[CH:35][CH:34]=[CH:33][CH:32]=4)=[CH:25][C:19]=3[CH2:18][S:17](=[O:39])(=[O:38])[C:16]=2[CH:40]=1)=[O:11].[CH:42](=O)[CH3:43].C([BH3-])#N.[Na+].C(=O)(O)[O-].[Na+].